Dataset: Full USPTO retrosynthesis dataset with 1.9M reactions from patents (1976-2016). Task: Predict the reactants needed to synthesize the given product. (1) Given the product [F:1][C:2]([F:7])([F:6])[C:3]([OH:5])=[O:4].[F:8][C:9]([F:14])([F:13])[C:10]([OH:12])=[O:11].[Cl:52][C:36]1[CH:37]=[N:38][C:39]2[NH:40][C:41]3[CH:42]=[N:43][CH:44]=[C:45]([CH:50]=3)[CH2:46][CH2:47][C:48]3[CH:49]=[C:33]([NH:34][C:35]=1[N:51]=2)[CH:32]=[CH:31][C:30]=3[NH:29][C:27](=[O:28])[CH2:26][CH:24]1[CH2:23][N:22]([C:53]([C:56]2[N:57]=[N:58][NH:59][CH:60]=2)=[O:54])[CH2:25]1, predict the reactants needed to synthesize it. The reactants are: [F:1][C:2]([F:7])([F:6])[C:3]([OH:5])=[O:4].[F:8][C:9]([F:14])([F:13])[C:10]([OH:12])=[O:11].FC(F)(F)C(O)=O.[NH:22]1[CH2:25][CH:24]([CH2:26][C:27]([NH:29][C:30]2[CH:31]=[CH:32][C:33]3[NH:34][C:35]4[N:51]=[C:39]([NH:40][C:41]5[CH:42]=[N:43][CH:44]=[C:45]([CH:50]=5)[CH2:46][CH2:47][C:48]=2[CH:49]=3)[N:38]=[CH:37][C:36]=4[Cl:52])=[O:28])[CH2:23]1.[C:53]([C:56]1[N:57]=[N:58][NH:59][CH:60]=1)(O)=[O:54]. (2) Given the product [CH3:31][C:23]1[CH:28]=[CH:27][C:26]([N:29]2[C:7]([C:9]3[CH:14]=[CH:13][CH:12]=[C:11]([C:15]([F:18])([F:17])[F:16])[CH:10]=3)=[CH:6][C:5]([C:4]([O:3][CH2:1][CH3:2])=[O:20])=[N:30]2)=[CH:25][CH:24]=1, predict the reactants needed to synthesize it. The reactants are: [CH2:1]([O:3][C:4](=[O:20])[C:5](=O)/[CH:6]=[C:7](/[C:9]1[CH:14]=[CH:13][CH:12]=[C:11]([C:15]([F:18])([F:17])[F:16])[CH:10]=1)\[O-])[CH3:2].[Li+].Cl.[C:23]1([CH3:31])[CH:28]=[CH:27][C:26]([NH:29][NH2:30])=[CH:25][CH:24]=1. (3) Given the product [Br:1][C:2]1[CH:3]=[C:4]2[C:9](=[CH:10][C:11]=1[OH:12])[O:8][C:7](=[O:14])[C:6]([C:15]1[CH:20]=[CH:19][C:18]([C:21]([F:22])([F:23])[F:24])=[CH:17][CH:16]=1)=[C:5]2[CH2:25][C:26]1[CH:31]=[CH:30][C:29]([O:32][CH2:33][CH2:34][N:35]2[CH2:36][CH2:37][CH2:38][CH2:39]2)=[CH:28][CH:27]=1, predict the reactants needed to synthesize it. The reactants are: [Br:1][C:2]1[CH:3]=[C:4]2[C:9](=[CH:10][C:11]=1[O:12]C)[O:8][C:7](=[O:14])[C:6]([C:15]1[CH:20]=[CH:19][C:18]([C:21]([F:24])([F:23])[F:22])=[CH:17][CH:16]=1)=[C:5]2[CH2:25][C:26]1[CH:31]=[CH:30][C:29]([O:32][CH2:33][CH2:34][N:35]2[CH2:39][CH2:38][CH2:37][CH2:36]2)=[CH:28][CH:27]=1.Br.C(=O)(O)[O-].[Na+]. (4) Given the product [NH2:20][C:19]1[N:13]([C:3]2[C:2]([Cl:1])=[CH:7][C:6]([C:8]([F:10])([F:11])[F:9])=[CH:5][C:4]=2[Cl:12])[N:14]=[C:15]([C:16]#[N:17])[CH:18]=1, predict the reactants needed to synthesize it. The reactants are: [Cl:1][C:2]1[CH:7]=[C:6]([C:8]([F:11])([F:10])[F:9])[CH:5]=[C:4]([Cl:12])[C:3]=1[NH:13][NH:14][CH:15]([CH2:18][C:19]#[N:20])[C:16]#[N:17].